The task is: Predict the product of the given reaction.. This data is from Forward reaction prediction with 1.9M reactions from USPTO patents (1976-2016). (1) Given the reactants [NH2:1][C:2]1[CH:3]=[C:4]([OH:12])[C:5](=[CH:10][CH:11]=1)[C:6]([O:8][CH3:9])=[O:7].[CH3:13][C:14]1[C:23]2[C:18](=[CH:19][CH:20]=[CH:21][CH:22]=2)[C:17]([S:24](Cl)(=[O:26])=[O:25])=[CH:16][CH:15]=1, predict the reaction product. The product is: [OH:12][C:4]1[CH:3]=[C:2]([NH:1][S:24]([C:17]2[C:18]3[C:23](=[CH:22][CH:21]=[CH:20][CH:19]=3)[C:14]([CH3:13])=[CH:15][CH:16]=2)(=[O:26])=[O:25])[CH:11]=[CH:10][C:5]=1[C:6]([O:8][CH3:9])=[O:7]. (2) Given the reactants [C:1]([O:5][C:6]([N:8]1[CH2:17][C:16]2[N:12]([C:13]([CH:18]3[CH2:23][CH2:22][C:21](=[O:24])[CH2:20][CH2:19]3)=[N:14][N:15]=2)[C:11]2[CH:25]=[CH:26][C:27]([Cl:29])=[CH:28][C:10]=2[CH2:9]1)=[O:7])([CH3:4])([CH3:3])[CH3:2].[C:30]1([Mg]Cl)[CH:35]=[CH:34][CH:33]=[CH:32][CH:31]=1, predict the reaction product. The product is: [C:1]([O:5][C:6]([N:8]1[CH2:17][C:16]2[N:12]([C:13]([CH:18]3[CH2:19][CH2:20][C:21]([OH:24])([C:30]4[CH:35]=[CH:34][CH:33]=[CH:32][CH:31]=4)[CH2:22][CH2:23]3)=[N:14][N:15]=2)[C:11]2[CH:25]=[CH:26][C:27]([Cl:29])=[CH:28][C:10]=2[CH2:9]1)=[O:7])([CH3:4])([CH3:2])[CH3:3]. (3) Given the reactants C(OC([N:8]1[C:12]2=[N:13][CH:14]=[CH:15][CH:16]=[C:11]2[C:10]([CH2:17][C:18]2[N:19]=[N:20][C:21]([NH:24][CH2:25][C:26]3[CH:31]=[CH:30][C:29]([Cl:32])=[CH:28][CH:27]=3)=[CH:22][CH:23]=2)=[CH:9]1)=O)(C)(C)C.FC(F)(F)C(O)=O, predict the reaction product. The product is: [Cl:32][C:29]1[CH:30]=[CH:31][C:26]([CH2:25][NH:24][C:21]2[N:20]=[N:19][C:18]([CH2:17][C:10]3[C:11]4[C:12](=[N:13][CH:14]=[CH:15][CH:16]=4)[NH:8][CH:9]=3)=[CH:23][CH:22]=2)=[CH:27][CH:28]=1.